The task is: Predict the reactants needed to synthesize the given product.. This data is from Full USPTO retrosynthesis dataset with 1.9M reactions from patents (1976-2016). (1) Given the product [NH2:12][C:11]1[C:7]([C:2]2[CH:3]=[CH:4][CH:5]=[CH:6][N:1]=2)=[C:8]2[NH:13][C:26]([C:22]3[CH:21]=[C:20]4[C:25](=[CH:24][CH:23]=3)[N:17]([CH2:16][O:15][CH3:14])[N:18]=[CH:19]4)=[CH:27][C:28](=[O:29])[N:9]2[N:10]=1, predict the reactants needed to synthesize it. The reactants are: [N:1]1[CH:6]=[CH:5][CH:4]=[CH:3][C:2]=1[C:7]1[C:8]([NH2:13])=[N:9][NH:10][C:11]=1[NH2:12].[CH3:14][O:15][CH2:16][N:17]1[C:25]2[C:20](=[CH:21][C:22]([C:26](=O)[CH2:27][C:28](OCC)=[O:29])=[CH:23][CH:24]=2)[CH:19]=[N:18]1. (2) Given the product [NH2:14][C:11]1[N:12]=[CH:13][C:8]([C:5]2[CH:6]=[CH:7][C:2]([C:20]3[CH:21]=[CH:22][CH:23]=[CH:24][C:19]=3[C:16](=[O:18])[CH3:17])=[CH:3][C:4]=2[F:15])=[N:9][CH:10]=1, predict the reactants needed to synthesize it. The reactants are: Br[C:2]1[CH:7]=[CH:6][C:5]([C:8]2[N:9]=[CH:10][C:11]([NH2:14])=[N:12][CH:13]=2)=[C:4]([F:15])[CH:3]=1.[C:16]([C:19]1[CH:24]=[CH:23][CH:22]=[CH:21][C:20]=1B(O)O)(=[O:18])[CH3:17].